This data is from Forward reaction prediction with 1.9M reactions from USPTO patents (1976-2016). The task is: Predict the product of the given reaction. (1) Given the reactants C1C=CC(P(C2C(C3C(P(C4C=CC=CC=4)C4C=CC=CC=4)=CC=C4C=3C=CC=C4)=C3C(C=CC=C3)=CC=2)C2C=CC=CC=2)=CC=1.C(=O)([O-])[O-].[Cs+].[Cs+].Cl[C:54]1[N:59]=[C:58]([O:60][C:61]2[C:70]3[C:65](=[CH:66][CH:67]=[CH:68][CH:69]=3)[C:64]([NH:71]C(=O)OC(C)(C)C)=[CH:63][CH:62]=2)[CH:57]=[CH:56][N:55]=1.[N:79]1[CH:84]=[CH:83][CH:82]=[CH:81][C:80]=1[NH2:85], predict the reaction product. The product is: [NH2:71][C:64]1[C:65]2[C:70](=[CH:69][CH:68]=[CH:67][CH:66]=2)[C:61]([O:60][C:58]2[CH:57]=[CH:56][N:55]=[C:54]([NH:85][C:80]3[CH:81]=[CH:82][CH:83]=[CH:84][N:79]=3)[N:59]=2)=[CH:62][CH:63]=1. (2) Given the reactants [C:1]([O:7][CH2:8][C@H:9]([C:15]1[C:31]([CH3:32])=[CH:30][C:18]2[N:19]=[C:20]([O:22]CC3C=CC=CC=3)[S:21][C:17]=2[C:16]=1[Br:33])[O:10][C:11]([CH3:14])([CH3:13])[CH3:12])(=[O:6])[C:2]([CH3:5])([CH3:4])[CH3:3], predict the reaction product. The product is: [C:1]([O:7][CH2:8][C@H:9]([C:15]1[C:31]([CH3:32])=[CH:30][C:18]2[N:19]=[C:20]([OH:22])[S:21][C:17]=2[C:16]=1[Br:33])[O:10][C:11]([CH3:14])([CH3:13])[CH3:12])(=[O:6])[C:2]([CH3:3])([CH3:4])[CH3:5]. (3) Given the reactants C(OC([NH:8][C@H:9]([C:17]([N:19]([CH3:25])[CH2:20][C:21](OC)=[O:22])=[O:18])[CH2:10][C:11]1[CH:16]=[CH:15][CH:14]=[CH:13][CH:12]=1)=O)(C)(C)C.FC(F)(F)C(O)=O.C(N(CC)CC)C, predict the reaction product. The product is: [CH2:10]([CH:9]1[C:17](=[O:18])[N:19]([CH3:25])[CH2:20][C:21](=[O:22])[NH:8]1)[C:11]1[CH:16]=[CH:15][CH:14]=[CH:13][CH:12]=1. (4) Given the reactants [F:1][C:2]1[CH:3]=[C:4]([C:10]2[CH2:11][CH2:12][C:13](=[O:16])[NH:14][N:15]=2)[CH:5]=[CH:6][C:7]=1[O:8]C.[Cl-].[Al+3].[Cl-].[Cl-], predict the reaction product. The product is: [F:1][C:2]1[CH:3]=[C:4]([C:10]2[CH2:11][CH2:12][C:13](=[O:16])[NH:14][N:15]=2)[CH:5]=[CH:6][C:7]=1[OH:8]. (5) Given the reactants [Br:1][CH2:2][CH2:3][CH2:4]Br.[NH:6]1[CH:10]=[N:9][CH:8]=[N:7]1, predict the reaction product. The product is: [Br:1][CH2:2][CH2:3][CH2:4][N:6]1[CH:10]=[N:9][CH:8]=[N:7]1. (6) Given the reactants [C:1]([C:3]1[CH:8]=[CH:7][C:6]([CH:9]2[N:14]([C:15]([O:17]C3C=CC([N+]([O-])=O)=CC=3)=O)[C:13](=[O:27])[N:12]([C:28]3[CH:33]=[CH:32][CH:31]=[C:30]([C:34]([F:37])([F:36])[F:35])[CH:29]=3)[C:11]3[CH2:38][CH2:39][C:40](=[O:41])[C:10]2=3)=[CH:5][CH:4]=1)#[N:2].[CH3:42][NH:43][CH3:44].O.CN(C)C=O, predict the reaction product. The product is: [C:1]([C:3]1[CH:8]=[CH:7][C:6]([CH:9]2[N:14]([C:15]([N:43]([CH3:44])[CH3:42])=[O:17])[C:13](=[O:27])[N:12]([C:28]3[CH:33]=[CH:32][CH:31]=[C:30]([C:34]([F:35])([F:36])[F:37])[CH:29]=3)[C:11]3[CH2:38][CH2:39][C:40](=[O:41])[C:10]2=3)=[CH:5][CH:4]=1)#[N:2]. (7) The product is: [C:19]1([C:25]2[N:26]=[C:27]([C:30]3([CH2:36][NH:37][C:11](=[O:13])[C:10]4[CH:14]=[CH:15][CH:16]=[C:8]([C:5]5[N:4]=[C:3]([C:2]([F:1])([F:18])[F:17])[O:7][N:6]=5)[CH:9]=4)[CH2:31][CH2:32][O:33][CH2:34][CH2:35]3)[S:28][CH:29]=2)[CH:20]=[CH:21][CH:22]=[CH:23][CH:24]=1. Given the reactants [F:1][C:2]([F:18])([F:17])[C:3]1[O:7][N:6]=[C:5]([C:8]2[CH:9]=[C:10]([CH:14]=[CH:15][CH:16]=2)[C:11]([OH:13])=O)[N:4]=1.[C:19]1([C:25]2[N:26]=[C:27]([C:30]3([CH2:36][NH2:37])[CH2:35][CH2:34][O:33][CH2:32][CH2:31]3)[S:28][CH:29]=2)[CH:24]=[CH:23][CH:22]=[CH:21][CH:20]=1.CCN=C=NCCCN(C)C, predict the reaction product.